Dataset: Forward reaction prediction with 1.9M reactions from USPTO patents (1976-2016). Task: Predict the product of the given reaction. (1) Given the reactants [Cl:1][C:2]1[S:6][C:5]([C:7](=O)[CH:8]([O:17][C:18]([O:20]C2C=CC=CC=2)=O)[CH2:9][CH2:10][CH2:11][C:12]([O:14][CH2:15][CH3:16])=[O:13])=[CH:4][CH:3]=1.C([O-])(=O)C.[NH4+:32].C(O)(=O)C, predict the reaction product. The product is: [Cl:1][C:2]1[S:6][C:5]([C:7]2[NH:32][C:18](=[O:20])[O:17][C:8]=2[CH2:9][CH2:10][CH2:11][C:12]([O:14][CH2:15][CH3:16])=[O:13])=[CH:4][CH:3]=1. (2) Given the reactants CS(C)=[O:3].[OH:5][CH2:6][C:7]1([O:16][CH2:15][C@@H:13]([OH:14])[C@@H:11]([OH:12])[C@@H:9]1[OH:10])[OH:8].[NH2:17][C@H:18]([C:24]([OH:26])=[O:25])[CH2:19][CH2:20][C:21](=[O:23])[OH:22], predict the reaction product. The product is: [NH2:17][C@H:18]([C:24]([OH:26])=[O:25])[CH2:19][CH2:20][C:21](=[O:22])[OH:23].[OH:5][CH2:6][C:7]1([O:16][CH2:15][C@@H:13]([OH:14])[C@@H:11]([OH:12])[C@@H:9]1[OH:10])[OH:8].[OH:3][CH:15]1[O:16][C@H:7]([CH2:6][OH:5])[C@H:9]([OH:10])[C@H:11]([OH:12])[C@H:13]1[OH:14].[OH:22][CH:15]1[O:16][C@H:7]([CH2:6][OH:5])[C@@H:9]([OH:10])[C@H:11]([OH:12])[C@@H:13]1[OH:14]. (3) Given the reactants [Br:1][C:2]1[CH:7]=[CH:6][C:5]([S:8]([N:11]2[CH2:14][CH2:13][CH2:12]2)(=[O:10])=[O:9])=[CH:4][CH:3]=1.Br[C:16]1[CH:21]=CC(S(Cl)(=O)=O)=[CH:18][CH:17]=1.NC1C(C)=CC=CC=1, predict the reaction product. The product is: [Br:1][C:2]1[CH:3]=[CH:4][C:5]([S:8]([NH:11][C:14]2[CH:18]=[CH:17][CH:16]=[CH:21][C:13]=2[CH3:12])(=[O:9])=[O:10])=[CH:6][CH:7]=1. (4) Given the reactants [Mg].Br[CH2:3][CH2:4][CH2:5][CH2:6][CH2:7][CH2:8][CH2:9][CH2:10][CH2:11][CH2:12][CH2:13][CH2:14][CH2:15][CH2:16][CH2:17][CH3:18].[N:19]1[C:26](Cl)=[N:25][C:23]([Cl:24])=[N:22][C:20]=1[Cl:21], predict the reaction product. The product is: [Cl:21][C:20]1[N:22]=[C:23]([Cl:24])[N:25]=[C:26]([CH2:18][CH2:17][CH2:16][CH2:15][CH2:14][CH2:13][CH2:12][CH2:11][CH2:10][CH2:9][CH2:8][CH2:7][CH2:6][CH2:5][CH2:4][CH3:3])[N:19]=1. (5) Given the reactants [CH3:16][C:11]1([CH3:17])[C:12]([CH3:15])([CH3:14])[O:13][B:9]([B:9]2[O:13][C:12]([CH3:15])([CH3:14])[C:11]([CH3:17])([CH3:16])[O:10]2)[O:10]1.C([O-])(=O)C.[K+].Br[C:25]1[CH:30]=[CH:29][C:28]([O:31][CH:32]([F:34])[F:33])=[C:27]([F:35])[CH:26]=1, predict the reaction product. The product is: [F:34][CH:32]([F:33])[O:31][C:28]1[CH:29]=[CH:30][C:25]([B:9]2[O:10][C:11]([CH3:16])([CH3:17])[C:12]([CH3:14])([CH3:15])[O:13]2)=[CH:26][C:27]=1[F:35]. (6) Given the reactants [CH2:1]([Mg]Br)[CH2:2][CH3:3].[Cl:6][C:7]1[CH:8]=[CH:9][C:10]([CH:29]=[O:30])=[C:11]2[C:15]=1[N:14]=[C:13]1[N:16]([C:20]3[C:25]([CH3:26])=[CH:24][C:23]([Cl:27])=[CH:22][C:21]=3[Cl:28])[CH2:17][CH2:18][CH2:19][N:12]21, predict the reaction product. The product is: [Cl:6][C:7]1[C:15]2[N:14]=[C:13]3[N:16]([C:20]4[C:25]([CH3:26])=[CH:24][C:23]([Cl:27])=[CH:22][C:21]=4[Cl:28])[CH2:17][CH2:18][CH2:19][N:12]3[C:11]=2[C:10]([CH:29]([OH:30])[CH2:1][CH2:2][CH3:3])=[CH:9][CH:8]=1. (7) Given the reactants [Cl:1][C:2]1[CH:3]=[C:4]([CH:19]=[CH:20][C:21]=1[C:22]([OH:24])=O)[C:5]([NH:7][CH2:8][C:9]1[NH:13][C:12]2[CH:14]=[CH:15][C:16]([Cl:18])=[CH:17][C:11]=2[N:10]=1)=[O:6].[NH:25]1[CH2:28][CH2:27][CH2:26]1.CN(C(ON1N=NC2C=CC=CC1=2)=[N+](C)C)C.[B-](F)(F)(F)F.C(N(CC)CC)C, predict the reaction product. The product is: [Cl:1][C:2]1[CH:3]=[C:4]([CH:19]=[CH:20][C:21]=1[C:22]([N:25]1[CH2:28][CH2:27][CH2:26]1)=[O:24])[C:5]([NH:7][CH2:8][C:9]1[NH:13][C:12]2[CH:14]=[CH:15][C:16]([Cl:18])=[CH:17][C:11]=2[N:10]=1)=[O:6]. (8) Given the reactants [OH:1][N:2]=[C:3](Cl)[C:4]1[CH:5]=[N:6][CH:7]=[N:8][CH:9]=1.[C:11]([C:13]1[CH:18]=[CH:17][C:16]([F:19])=[C:15]([F:20])[CH:14]=1)#[CH:12].N, predict the reaction product. The product is: [F:20][C:15]1[CH:14]=[C:13]([C:11]2[O:1][N:2]=[C:3]([C:4]3[CH:5]=[N:6][CH:7]=[N:8][CH:9]=3)[CH:12]=2)[CH:18]=[CH:17][C:16]=1[F:19].